Dataset: Catalyst prediction with 721,799 reactions and 888 catalyst types from USPTO. Task: Predict which catalyst facilitates the given reaction. The catalyst class is: 3. Reactant: [C:1]([O:5][C:6]([N:8]1[CH2:23][CH2:22][C:11]2[NH:12][C:13]3[CH:14]=[CH:15][C:16]([C:19](O)=[O:20])=[CH:17][C:18]=3[C:10]=2[CH2:9]1)=[O:7])([CH3:4])([CH3:3])[CH3:2].[CH3:24][CH:25]1[CH2:30][CH2:29][CH2:28][NH:27][CH2:26]1.C(N(C(C)C)CC)(C)C.CN(C(ON1N=NC2C=CC=NC1=2)=[N+](C)C)C.F[P-](F)(F)(F)(F)F. Product: [CH3:24][CH:25]1[CH2:30][CH2:29][CH2:28][N:27]([C:19]([C:16]2[CH:15]=[CH:14][C:13]3[NH:12][CH:11]4[CH2:22][CH2:23][N:8]([C:6]([O:5][C:1]([CH3:3])([CH3:2])[CH3:4])=[O:7])[CH2:9][CH:10]4[C:18]=3[CH:17]=2)=[O:20])[CH2:26]1.